From a dataset of Reaction yield outcomes from USPTO patents with 853,638 reactions. Predict the reaction yield, written as a fraction of the theoretical maximum amount of product (1.0 means a 100% yield; for example, 0.34 means a 34% yield). (1) The reactants are [Br:1][C:2]1[C:7]([CH3:8])=[CH:6][C:5]([CH3:9])=[CH:4][C:3]=1O.[OH-:11].[Na+].O.[Cl:14][CH2:15][CH2:16]Cl. The catalyst is [Cl-].C([N+](CCCC)(CCCC)CCCC)C1C=CC=CC=1. The product is [Br:1][CH:2]1[CH:3]=[CH:4][C:5]([CH3:9])=[CH:6][C:7]1([O:11][CH2:16][CH2:15][Cl:14])[CH3:8]. The yield is 0.900. (2) The reactants are [C:1]([O:5][C:6]([NH:8][C:9]1[N:10]=[CH:11][C:12]([C:15]2[N:19]([C:20]3[CH:21]=[N:22][C:23]([O:26][CH3:27])=[CH:24][CH:25]=3)[N:18]=[C:17]([C:28](O)=[O:29])[CH:16]=2)=[N:13][CH:14]=1)=[O:7])([CH3:4])([CH3:3])[CH3:2].[CH2:31]([NH:33][CH3:34])[CH3:32]. No catalyst specified. The product is [CH2:31]([N:33]([CH3:34])[C:28]([C:17]1[CH:16]=[C:15]([C:12]2[CH:11]=[N:10][C:9]([NH:8][C:6]([O:5][C:1]([CH3:2])([CH3:4])[CH3:3])=[O:7])=[CH:14][N:13]=2)[N:19]([C:20]2[CH:21]=[N:22][C:23]([O:26][CH3:27])=[CH:24][CH:25]=2)[N:18]=1)=[O:29])[CH3:32]. The yield is 0.900.